This data is from NCI-60 drug combinations with 297,098 pairs across 59 cell lines. The task is: Regression. Given two drug SMILES strings and cell line genomic features, predict the synergy score measuring deviation from expected non-interaction effect. Drug 1: C1=C(C(=O)NC(=O)N1)F. Drug 2: C1=CC(=CC=C1C#N)C(C2=CC=C(C=C2)C#N)N3C=NC=N3. Cell line: M14. Synergy scores: CSS=36.1, Synergy_ZIP=-2.51, Synergy_Bliss=-1.72, Synergy_Loewe=-3.34, Synergy_HSA=-2.45.